Dataset: Catalyst prediction with 721,799 reactions and 888 catalyst types from USPTO. Task: Predict which catalyst facilitates the given reaction. (1) Reactant: [Cl:1][C:2]1[CH:7]=[CH:6][CH:5]=[C:4]([CH2:8][S:9][CH3:10])[C:3]=1[NH:11][C:12](=[O:17])[C:13]([F:16])([F:15])[F:14].ClC1C=C(C=CC=1)C(OO)=O.[O-2:29].[Al+3].[O-2:31].[O-2].[Al+3]. Product: [Cl:1][C:2]1[CH:7]=[CH:6][CH:5]=[C:4]([CH2:8][S:9]([CH3:10])(=[O:31])=[O:29])[C:3]=1[NH:11][C:12](=[O:17])[C:13]([F:15])([F:16])[F:14]. The catalyst class is: 2. (2) Reactant: [C:1]([OH:11])(=[O:10])[C@@H:2]([C:4]1[CH:9]=[CH:8][CH:7]=[CH:6][CH:5]=1)[OH:3].[CH3:12]OC(OC)(C)C.Cl. Product: [C:1]([O:11][CH3:12])(=[O:10])[C@@H:2]([C:4]1[CH:9]=[CH:8][CH:7]=[CH:6][CH:5]=1)[OH:3]. The catalyst class is: 5. (3) Reactant: [N+:1]([C:4]1[CH:9]=[C:8]([C:10]([CH3:13])([CH3:12])[CH3:11])[CH:7]=[C:6]([N+:14]([O-:16])=[O:15])[C:5]=1[OH:17])([O-:3])=[O:2].[S:18](Cl)([C:21]1[CH:27]=[CH:26][C:24]([CH3:25])=[CH:23][CH:22]=1)(=[O:20])=[O:19].C(N(C(C)C)CC)(C)C. Product: [CH3:25][C:24]1[CH:26]=[CH:27][C:21]([S:18]([O:17][C:5]2[C:4]([N+:1]([O-:3])=[O:2])=[CH:9][C:8]([C:10]([CH3:13])([CH3:11])[CH3:12])=[CH:7][C:6]=2[N+:14]([O-:16])=[O:15])(=[O:20])=[O:19])=[CH:22][CH:23]=1. The catalyst class is: 2. (4) Reactant: [CH:1]1([N:4]2[CH2:10][CH2:9][CH2:8][N:7]([C:11]([C:13]3[CH:20]=[CH:19][C:16]([CH:17]=[O:18])=[CH:15][CH:14]=3)=[O:12])[CH2:6][CH2:5]2)[CH2:3][CH2:2]1.[CH:21]1([Mg]Cl)[CH2:26][CH2:25][CH2:24][CH2:23][CH2:22]1. Product: [CH:21]1([CH:17]([OH:18])[C:16]2[CH:15]=[CH:14][C:13]([C:11]([N:7]3[CH2:8][CH2:9][CH2:10][N:4]([CH:1]4[CH2:3][CH2:2]4)[CH2:5][CH2:6]3)=[O:12])=[CH:20][CH:19]=2)[CH2:26][CH2:25][CH2:24][CH2:23][CH2:22]1. The catalyst class is: 1.